This data is from Reaction yield outcomes from USPTO patents with 853,638 reactions. The task is: Predict the reaction yield, written as a fraction of the theoretical maximum amount of product (1.0 means a 100% yield; for example, 0.34 means a 34% yield). (1) The reactants are [Cl:1][C:2]1[CH:11]=[CH:10][C:5]2[S:6][CH:7]=[C:8]([CH3:9])[C:4]=2[CH:3]=1.C([Li])CCC.CN([CH:20]=[O:21])C.[NH4+].[Cl-]. The catalyst is C1COCC1. The product is [Cl:1][C:2]1[CH:11]=[CH:10][C:5]2[S:6][C:7]([CH:20]=[O:21])=[C:8]([CH3:9])[C:4]=2[CH:3]=1. The yield is 0.890. (2) The reactants are [C:1]([C:5]1[S:9][C:8]([C:10]([NH:12][C@@H:13]([CH2:26][C:27]2[CH:32]=[CH:31][C:30]([C:33]3[N:38]=[CH:37][C:36]([C:39]4[CH:44]=[CH:43][C:42]([O:45][CH2:46][CH2:47][CH2:48][CH2:49][CH2:50][CH2:51][CH3:52])=[CH:41][CH:40]=4)=[CH:35][N:34]=3)=[CH:29][CH:28]=2)[C:14]([NH:16][C@@H:17]([C:19]([O:21]C(C)(C)C)=[O:20])[CH3:18])=[O:15])=[O:11])=[CH:7][CH:6]=1)([CH3:4])([CH3:3])[CH3:2].C(O)(C(F)(F)F)=O.C1(C)C=CC=CC=1.CS(C)=O. The product is [C:1]([C:5]1[S:9][C:8]([C:10]([NH:12][C@@H:13]([CH2:26][C:27]2[CH:32]=[CH:31][C:30]([C:33]3[N:38]=[CH:37][C:36]([C:39]4[CH:44]=[CH:43][C:42]([O:45][CH2:46][CH2:47][CH2:48][CH2:49][CH2:50][CH2:51][CH3:52])=[CH:41][CH:40]=4)=[CH:35][N:34]=3)=[CH:29][CH:28]=2)[C:14]([NH:16][C@@H:17]([C:19]([OH:21])=[O:20])[CH3:18])=[O:15])=[O:11])=[CH:7][CH:6]=1)([CH3:4])([CH3:3])[CH3:2]. The catalyst is C(Cl)Cl.O. The yield is 0.550. (3) The reactants are [CH3:1][C:2]1[CH:10]=[CH:9][CH:8]=[C:7]2[C:3]=1[CH2:4][C:5](=[O:11])[NH:6]2.[Cl:12]N1C(=O)CCC1=O.FC(F)(F)C(O)=O. The catalyst is C(#N)C. The product is [Cl:12][C:10]1[C:2]([CH3:1])=[C:3]2[C:7](=[CH:8][CH:9]=1)[NH:6][C:5](=[O:11])[CH2:4]2. The yield is 0.680. (4) The reactants are C(=O)([O-])[O-].[Cs+].[Cs+].[F:7][C:8]1[CH:17]=[C:16]2[C:11]([CH:12]=[CH:13][C:14]([C:18]([O:20][CH2:21][CH3:22])=[O:19])=[N:15]2)=[CH:10][C:9]=1[C:23]1[CH:28]=[CH:27][C:26]([OH:29])=[CH:25][CH:24]=1.Cl[CH2:31][C:32]1[C:33]([C:40]2[C:45]([Cl:46])=[CH:44][CH:43]=[CH:42][C:41]=2[Cl:47])=[N:34][O:35][C:36]=1[CH:37]([CH3:39])[CH3:38].O. The catalyst is CN(C)C=O. The product is [Cl:46][C:45]1[CH:44]=[CH:43][CH:42]=[C:41]([Cl:47])[C:40]=1[C:33]1[C:32]([CH2:31][O:29][C:26]2[CH:25]=[CH:24][C:23]([C:9]3[CH:10]=[C:11]4[C:16](=[CH:17][C:8]=3[F:7])[N:15]=[C:14]([C:18]([O:20][CH2:21][CH3:22])=[O:19])[CH:13]=[CH:12]4)=[CH:28][CH:27]=2)=[C:36]([CH:37]([CH3:39])[CH3:38])[O:35][N:34]=1. The yield is 0.490. (5) The reactants are [O:1]1[C:5]2[CH:6]=[C:7]([C@@H:10]([O:14][C:15]3[CH:16]=[C:17]4[C:21](=[CH:22][CH:23]=3)[N:20]([C:24]3[CH:29]=[CH:28][C:27]([F:30])=[CH:26][CH:25]=3)[N:19]=[CH:18]4)[C@@H:11]([NH2:13])[CH3:12])[CH:8]=[CH:9][C:4]=2[CH2:3][CH2:2]1.CCN(C(C)C)C(C)C.[F:40][C:41]([F:52])([F:51])[C:42](O[C:42](=[O:43])[C:41]([F:52])([F:51])[F:40])=[O:43]. The catalyst is C1COCC1. The product is [O:1]1[C:5]2[CH:6]=[C:7]([C@@H:10]([O:14][C:15]3[CH:16]=[C:17]4[C:21](=[CH:22][CH:23]=3)[N:20]([C:24]3[CH:25]=[CH:26][C:27]([F:30])=[CH:28][CH:29]=3)[N:19]=[CH:18]4)[C@@H:11]([NH:13][C:42](=[O:43])[C:41]([F:52])([F:51])[F:40])[CH3:12])[CH:8]=[CH:9][C:4]=2[CH2:3][CH2:2]1. The yield is 0.730.